This data is from Full USPTO retrosynthesis dataset with 1.9M reactions from patents (1976-2016). The task is: Predict the reactants needed to synthesize the given product. (1) Given the product [NH2:1][C:4]1[CH:5]=[N:6][C:7]2[C:12]([C:13]=1[OH:14])=[N:11][CH:10]=[CH:9][CH:8]=2, predict the reactants needed to synthesize it. The reactants are: [N+:1]([C:4]1[CH:5]=[N:6][C:7]2[C:12]([C:13]=1[OH:14])=[N:11][CH:10]=[CH:9][CH:8]=2)([O-])=O. (2) Given the product [F:13][C:14]1[CH:28]=[CH:27][C:17]2[C:18]([CH:21]3[CH2:22][CH2:23][N:24]([CH2:2][CH2:3][NH:4][C:5]4[CH:10]=[N:9][NH:8][C:7](=[O:11])[C:6]=4[Cl:12])[CH2:25][CH2:26]3)=[N:19][O:20][C:16]=2[CH:15]=1, predict the reactants needed to synthesize it. The reactants are: Br[CH2:2][CH2:3][NH:4][C:5]1[CH:10]=[N:9][NH:8][C:7](=[O:11])[C:6]=1[Cl:12].[F:13][C:14]1[CH:28]=[CH:27][C:17]2[C:18]([CH:21]3[CH2:26][CH2:25][NH:24][CH2:23][CH2:22]3)=[N:19][O:20][C:16]=2[CH:15]=1.[I-].[K+].C(=O)([O-])[O-].[Na+].[Na+].